Dataset: Catalyst prediction with 721,799 reactions and 888 catalyst types from USPTO. Task: Predict which catalyst facilitates the given reaction. (1) Reactant: C[Si]([N-][Si](C)(C)C)(C)C.[K+].[CH2:11]([S:14][CH2:15][CH:16]1[CH2:19][CH:18]([C:20]#[N:21])[CH2:17]1)[CH2:12][CH3:13].[CH:22]1([CH2:25]Br)[CH2:24][CH2:23]1. Product: [CH:22]1([CH2:25][C:18]2([C:20]#[N:21])[CH2:19][CH:16]([CH2:15][S:14][CH2:11][CH2:12][CH3:13])[CH2:17]2)[CH2:24][CH2:23]1. The catalyst class is: 1. (2) Reactant: N[C:2]1[CH:7]=[CH:6][C:5]([C:8]2[NH:26][C:11]3[CH:12]=[N:13][C:14]([NH:16][C:17]([CH:19]4[CH2:25][CH2:24][CH2:23][CH2:22][CH2:21][CH2:20]4)=[O:18])=[CH:15][C:10]=3[N:9]=2)=[CH:4][CH:3]=1.[CH:27]1([C:34](Cl)=[O:35])[CH2:33][CH2:32][CH2:31][CH2:30][CH2:29][CH2:28]1.O.C([O-])(O)=O.[Na+]. The catalyst class is: 17. Product: [CH:27]1([C:34]([C:2]2[CH:7]=[CH:6][C:5]([C:8]3[NH:26][C:11]4[CH:12]=[N:13][C:14]([NH:16][C:17]([CH:19]5[CH2:25][CH2:24][CH2:23][CH2:22][CH2:21][CH2:20]5)=[O:18])=[CH:15][C:10]=4[N:9]=3)=[CH:4][CH:3]=2)=[O:35])[CH2:33][CH2:32][CH2:31][CH2:30][CH2:29][CH2:28]1. (3) Reactant: [OH:1][C:2]1[C:3]2[CH:14]=[CH:13][C:12]([C:15]([F:18])([F:17])[F:16])=[CH:11][C:4]=2[S:5][C:6]=1[C:7]([O:9][CH3:10])=[O:8].S(OC)(O[CH3:23])(=O)=O.C(=O)(O)[O-].[Na+]. The catalyst class is: 21. Product: [CH3:23][O:1][C:2]1[C:3]2[CH:14]=[CH:13][C:12]([C:15]([F:18])([F:16])[F:17])=[CH:11][C:4]=2[S:5][C:6]=1[C:7]([O:9][CH3:10])=[O:8]. (4) Reactant: [Br:1][C:2]1[C:3]([O:13][Si:14]([C:17]([CH3:20])([CH3:19])[CH3:18])([CH3:16])[CH3:15])=[C:4]([C:10](=[O:12])[CH3:11])[C:5]([O:8][CH3:9])=[CH:6][CH:7]=1.[Si:21](OS(C(F)(F)F)(=O)=O)([CH3:24])([CH3:23])[CH3:22].C(Cl)(Cl)Cl. Product: [Br:1][C:2]1[C:3]([O:13][Si:14]([C:17]([CH3:20])([CH3:19])[CH3:18])([CH3:15])[CH3:16])=[C:4]([C:10]([O:12][Si:21]([CH3:24])([CH3:23])[CH3:22])=[CH2:11])[C:5]([O:8][CH3:9])=[CH:6][CH:7]=1. The catalyst class is: 4.